This data is from Catalyst prediction with 721,799 reactions and 888 catalyst types from USPTO. The task is: Predict which catalyst facilitates the given reaction. (1) Reactant: O[CH:2]1[C:6]([CH3:8])([CH3:7])[S:5][C:4](=[O:9])[N:3]1[CH2:10][C:11]1[CH:16]=[CH:15][CH:14]=[CH:13][C:12]=1[N+:17]([O-:19])=[O:18].C([SiH](CC)CC)C.FC(F)(F)C(O)=O. Product: [CH3:7][C:6]1([CH3:8])[S:5][C:4](=[O:9])[N:3]([CH2:10][C:11]2[CH:16]=[CH:15][CH:14]=[CH:13][C:12]=2[N+:17]([O-:19])=[O:18])[CH2:2]1. The catalyst class is: 22. (2) Product: [CH:1]([C:4]1[CH:9]=[CH:8][C:7]([C:10]2[C:19]3[C:18]([CH3:20])=[CH:17][C:16]([CH3:21])=[C:15]([CH3:22])[C:14]=3[O:13][C:11]=2[CH3:12])=[CH:6][CH:5]=1)([CH3:3])[CH3:2]. Reactant: [CH:1]([C:4]1[CH:9]=[CH:8][C:7]([C:10](=O)[CH:11]([O:13][C:14]2[CH:19]=[C:18]([CH3:20])[CH:17]=[C:16]([CH3:21])[C:15]=2[CH3:22])[CH3:12])=[CH:6][CH:5]=1)([CH3:3])[CH3:2]. The catalyst class is: 11. (3) Reactant: [Br:1][C:2]1[CH:11]=[C:10]2[C:5]([C:6]([N+:13]([O-])=O)=[C:7]([NH2:12])[N:8]=[CH:9]2)=[CH:4][CH:3]=1.O.[Sn](Cl)(Cl)(Cl)Cl.O. Product: [Br:1][C:2]1[CH:11]=[C:10]2[C:5]([C:6]([NH2:13])=[C:7]([NH2:12])[N:8]=[CH:9]2)=[CH:4][CH:3]=1. The catalyst class is: 517. (4) Reactant: Cl[CH2:2][C:3](=O)[CH2:4][C:5]([O:7][CH2:8][CH3:9])=[O:6].[C:11]([NH2:19])(=[S:18])[C:12]1[CH:17]=[CH:16][CH:15]=[CH:14][CH:13]=1. Product: [C:12]1([C:11]2[S:18][CH:2]=[C:3]([CH2:4][C:5]([O:7][CH2:8][CH3:9])=[O:6])[N:19]=2)[CH:17]=[CH:16][CH:15]=[CH:14][CH:13]=1. The catalyst class is: 8. (5) Reactant: [N+:1]([C:4]1[CH:5]=[C:6]([C:10]2[CH:23]=[C:13]3[NH:14][C:15](=[O:22])[C:16]4[C:21]([N:12]3[N:11]=2)=[CH:20][CH:19]=[CH:18][CH:17]=4)[CH:7]=[CH:8][CH:9]=1)([O-])=O.[H][H]. Product: [NH2:1][C:4]1[CH:5]=[C:6]([C:10]2[CH:23]=[C:13]3[NH:14][C:15](=[O:22])[C:16]4[C:21]([N:12]3[N:11]=2)=[CH:20][CH:19]=[CH:18][CH:17]=4)[CH:7]=[CH:8][CH:9]=1. The catalyst class is: 43. (6) Reactant: [Cl:1][C:2]1[C:3]([CH3:22])=[C:4]([S:8]([NH:11][C:12]2[S:13][C:14]([CH2:17][C:18]([O:20]C)=[O:19])=[CH:15][N:16]=2)(=[O:10])=[O:9])[CH:5]=[CH:6][CH:7]=1.[OH-].[K+]. Product: [Cl:1][C:2]1[C:3]([CH3:22])=[C:4]([S:8]([NH:11][C:12]2[S:13][C:14]([CH2:17][C:18]([OH:20])=[O:19])=[CH:15][N:16]=2)(=[O:9])=[O:10])[CH:5]=[CH:6][CH:7]=1. The catalyst class is: 14. (7) Reactant: C[O:2][C:3]([C@H:5]1[CH2:9][CH2:8][C@@H:7]([C:10]2[CH:15]=[CH:14][CH:13]=[C:12]([F:16])[CH:11]=2)[N:6]1[S:17]([C:20]1[CH:25]=[CH:24][C:23]([Cl:26])=[CH:22][CH:21]=1)(=[O:19])=[O:18])=O.[H-].C([Al+]CC(C)C)C(C)C. Product: [Cl:26][C:23]1[CH:24]=[CH:25][C:20]([S:17]([N:6]2[C@H:7]([C:10]3[CH:15]=[CH:14][CH:13]=[C:12]([F:16])[CH:11]=3)[CH2:8][CH2:9][C@@H:5]2[CH2:3][OH:2])(=[O:18])=[O:19])=[CH:21][CH:22]=1. The catalyst class is: 11.